This data is from Peptide-MHC class II binding affinity with 134,281 pairs from IEDB. The task is: Regression. Given a peptide amino acid sequence and an MHC pseudo amino acid sequence, predict their binding affinity value. This is MHC class II binding data. (1) The MHC is DRB1_0301 with pseudo-sequence DRB1_0301. The peptide sequence is DEFFECFKYLLIQGH. The binding affinity (normalized) is 0.105. (2) The peptide sequence is RLKQLPLLESQIATIEQSAP. The MHC is HLA-DQA10301-DQB10302 with pseudo-sequence HLA-DQA10301-DQB10302. The binding affinity (normalized) is 0.174. (3) The MHC is DRB1_1302 with pseudo-sequence DRB1_1302. The peptide sequence is GELQIVDKIDRAFKI. The binding affinity (normalized) is 0.926. (4) The peptide sequence is VLAKSPDTTCSEIEE. The MHC is DRB1_0301 with pseudo-sequence DRB1_0301. The binding affinity (normalized) is 0.360. (5) The MHC is DRB3_0101 with pseudo-sequence DRB3_0101. The peptide sequence is RLKGKSCDDWLGGSV. The binding affinity (normalized) is 0. (6) The peptide sequence is PGVDYTITVYAVTDG. The MHC is DRB1_0301 with pseudo-sequence DRB1_0301. The binding affinity (normalized) is 0.128. (7) The peptide sequence is ALSYYPTPLAKEDFL. The MHC is DRB1_0301 with pseudo-sequence DRB1_0301. The binding affinity (normalized) is 0.137. (8) The peptide sequence is FYNEKAFLLTTFDVS. The MHC is DRB3_0202 with pseudo-sequence DRB3_0202. The binding affinity (normalized) is 0.0943. (9) The peptide sequence is FILATDIAEMGANLC. The MHC is DRB3_0202 with pseudo-sequence DRB3_0202. The binding affinity (normalized) is 0.507. (10) The peptide sequence is TDLQYFRTACNPRGR. The MHC is DRB1_0404 with pseudo-sequence DRB1_0404. The binding affinity (normalized) is 0.792.